This data is from Reaction yield outcomes from USPTO patents with 853,638 reactions. The task is: Predict the reaction yield, written as a fraction of the theoretical maximum amount of product (1.0 means a 100% yield; for example, 0.34 means a 34% yield). (1) The reactants are [CH3:1][O:2][C:3]([C:5]1([S:11]([C:14]2[CH:19]=[CH:18][C:17]([O:20][CH2:21][C:22]#[C:23][CH3:24])=[CH:16][CH:15]=2)(=[O:13])=[O:12])[CH2:10][CH2:9][NH:8][CH2:7][CH2:6]1)=[O:4].C(N(CC)CC)C.[N:32]1([C:37](Cl)=[O:38])[CH2:36][CH2:35][CH2:34][CH2:33]1.CN(C1C=CC=CN=1)C. The catalyst is C(Cl)(Cl)Cl. The yield is 0.870. The product is [CH3:1][O:2][C:3]([C:5]1([S:11]([C:14]2[CH:15]=[CH:16][C:17]([O:20][CH2:21][C:22]#[C:23][CH3:24])=[CH:18][CH:19]=2)(=[O:13])=[O:12])[CH2:10][CH2:9][N:8]([C:37]([N:32]2[CH2:36][CH2:35][CH2:34][CH2:33]2)=[O:38])[CH2:7][CH2:6]1)=[O:4]. (2) The reactants are [NH2:1][CH:2]1[CH2:7][CH2:6][CH:5]([C:8]([C:10]2[S:11][C:12]3[CH:18]=[CH:17][CH:16]=[CH:15][C:13]=3[N:14]=2)=[O:9])[CH2:4][CH2:3]1.[O:19]=[C:20]1[NH:25][C:24]2[CH:26]=[C:27]([CH:30]=O)[CH:28]=[CH:29][C:23]=2[O:22][CH2:21]1. No catalyst specified. The product is [S:11]1[C:12]2[CH:18]=[CH:17][CH:16]=[CH:15][C:13]=2[N:14]=[C:10]1[C:8]([C@H:5]1[CH2:6][CH2:7][C@H:2]([NH:1][CH2:30][C:27]2[CH:28]=[CH:29][C:23]3[O:22][CH2:21][C:20](=[O:19])[NH:25][C:24]=3[CH:26]=2)[CH2:3][CH2:4]1)=[O:9]. The yield is 0.280.